From a dataset of Reaction yield outcomes from USPTO patents with 853,638 reactions. Predict the reaction yield, written as a fraction of the theoretical maximum amount of product (1.0 means a 100% yield; for example, 0.34 means a 34% yield). (1) The yield is 0.700. The catalyst is C(Cl)Cl.C(O)(C(F)(F)F)=O. The product is [C:1]([NH:5][C:6]1[N:15]([CH3:16])[C:14](=[O:17])[C:13]2[C:8](=[C:9]([C:18]3[CH:19]=[C:20]4[C:25](=[O:26])[NH:24][CH2:23][CH2:22][N:21]4[CH:38]=3)[CH:10]=[CH:11][CH:12]=2)[N:7]=1)([CH3:4])([CH3:2])[CH3:3]. The reactants are [C:1]([NH:5][C:6]1[N:15]([CH3:16])[C:14](=[O:17])[C:13]2[C:8](=[C:9]([C:18]3[CH:19]=[C:20]4[C:25](=[O:26])[N:24](CC5C=CC(OC)=CC=5OC)[CH2:23][CH2:22][N:21]4[CH:38]=3)[CH:10]=[CH:11][CH:12]=2)[N:7]=1)([CH3:4])([CH3:3])[CH3:2]. (2) The reactants are [CH3:1][O:2][C:3](=[O:22])[C:4]1[CH:9]=[CH:8][C:7]([C:10]([NH:12][CH2:13][C:14]2[CH:19]=[CH:18][CH:17]=[C:16]([NH2:20])[CH:15]=2)=[O:11])=[CH:6][C:5]=1[Br:21].C(=O)([O-])[O-].[Na+].[Na+].[C:29](O[C:29]([O:31][C:32]([CH3:35])([CH3:34])[CH3:33])=[O:30])([O:31][C:32]([CH3:35])([CH3:34])[CH3:33])=[O:30]. The catalyst is O1CCOCC1.O. The product is [CH3:1][O:2][C:3](=[O:22])[C:4]1[CH:9]=[CH:8][C:7]([C:10]([NH:12][CH2:13][C:14]2[CH:19]=[CH:18][CH:17]=[C:16]([NH:20][C:29]([O:31][C:32]([CH3:35])([CH3:34])[CH3:33])=[O:30])[CH:15]=2)=[O:11])=[CH:6][C:5]=1[Br:21]. The yield is 0.930. (3) The reactants are [Br:1][C:2]1[C:15](=[O:16])[N:14]([CH3:17])[C:5]2[N:6]=[C:7](S(C)(=O)=O)[N:8]=[CH:9][C:4]=2[CH:3]=1.[CH3:18][NH2:19].C(O)C. The catalyst is CC(O)C. The product is [Br:1][C:2]1[C:15](=[O:16])[N:14]([CH3:17])[C:5]2[N:6]=[C:7]([NH:19][CH3:18])[N:8]=[CH:9][C:4]=2[CH:3]=1. The yield is 0.828. (4) The reactants are [CH2:1]([O:3][C:4](=[O:23])[C:5]1[CH:10]=[CH:9][C:8]([O:11][C:12]2[CH:17]=[CH:16][C:15](Br)=[C:14]([CH:19]=[O:20])[CH:13]=2)=[CH:7][C:6]=1[O:21][CH3:22])[CH3:2].[B:24]1([B:24]2[O:28][C:27]([CH3:30])([CH3:29])[C:26]([CH3:32])([CH3:31])[O:25]2)[O:28][C:27]([CH3:30])([CH3:29])[C:26]([CH3:32])([CH3:31])[O:25]1.C([O-])(=O)C.[K+]. The catalyst is O1CCOCC1.C1C=CC(P(C2C=CC=CC=2)[C-]2C=CC=C2)=CC=1.C1C=CC(P(C2C=CC=CC=2)[C-]2C=CC=C2)=CC=1.Cl[Pd]Cl.[Fe+2]. The product is [CH2:1]([O:3][C:4](=[O:23])[C:5]1[CH:10]=[CH:9][C:8]([O:11][C:12]2[CH:17]=[CH:16][C:15]([B:24]3[O:28][C:27]([CH3:30])([CH3:29])[C:26]([CH3:32])([CH3:31])[O:25]3)=[C:14]([CH:19]=[O:20])[CH:13]=2)=[CH:7][C:6]=1[O:21][CH3:22])[CH3:2]. The yield is 0.960. (5) The reactants are [CH:1]1([CH2:4][O:5][C:6]2[CH:11]=[CH:10][CH:9]=[CH:8][C:7]=2[N+:12]([O-])=O)[CH2:3][CH2:2]1. The catalyst is CO.[Pd]. The product is [CH:1]1([CH2:4][O:5][C:6]2[CH:11]=[CH:10][CH:9]=[CH:8][C:7]=2[NH2:12])[CH2:2][CH2:3]1. The yield is 0.900. (6) The reactants are Cl.[Cl:2][C:3]1[CH:26]=[CH:25][C:6]([C:7]([N:9]([C@@H:11]2[CH2:16][CH2:15][NH:14][CH2:13][C@H:12]2[C:17]2[CH:22]=[CH:21][C:20]([Cl:23])=[C:19]([Cl:24])[CH:18]=2)[CH3:10])=[O:8])=[CH:5][CH:4]=1.[OH:27][CH2:28][C:29]([N:31]1[CH2:36][CH2:35][CH:34]([C:37](O)=[O:38])[CH2:33][CH2:32]1)=[O:30].CCN=C=NCCCN(C)C.Cl.C1C=CC2N(O)N=NC=2C=1. The catalyst is C(#N)C.O.C(N(CC)CC)C. The product is [Cl:2][C:3]1[CH:4]=[CH:5][C:6]([C:7]([N:9]([C@@H:11]2[CH2:16][CH2:15][N:14]([C:37]([CH:34]3[CH2:35][CH2:36][N:31]([C:29](=[O:30])[CH2:28][OH:27])[CH2:32][CH2:33]3)=[O:38])[CH2:13][C@H:12]2[C:17]2[CH:22]=[CH:21][C:20]([Cl:23])=[C:19]([Cl:24])[CH:18]=2)[CH3:10])=[O:8])=[CH:25][CH:26]=1. The yield is 0.410. (7) The reactants are [Cl:1][C:2]1[CH:3]=[CH:4][C:5]2[CH:9]=[C:8]([O:10][S:11]([N:13]3[CH2:18][CH2:17][NH:16][C:15](=[O:19])[CH:14]3[CH2:20][C:21]([O:23][CH2:24][CH3:25])=[O:22])=[O:12])[S:7][C:6]=2[CH:26]=1.Br[C:28]1[CH:33]=[C:32]([C:34]#[N:35])[CH:31]=[CH:30][C:29]=1[CH3:36].C([O-])([O-])=O.[Cs+].[Cs+]. The catalyst is CN(C=O)C.CCOC(C)=O. The product is [Cl:1][C:2]1[CH:3]=[CH:4][C:5]2[CH:9]=[C:8]([O:10][S:11]([N:13]3[CH2:18][CH2:17][N:16]([CH2:36][C:29]4[CH:28]=[CH:33][C:32]([C:34]#[N:35])=[CH:31][CH:30]=4)[C:15](=[O:19])[CH:14]3[CH2:20][C:21]([O:23][CH2:24][CH3:25])=[O:22])=[O:12])[S:7][C:6]=2[CH:26]=1. The yield is 0.430. (8) The yield is 0.650. The reactants are [Cl:1][C:2]1[N:11]=[CH:10][C:9]2[C:4](=[C:5]([C:12]3[CH:13]=[C:14]([CH:16]=[CH:17][CH:18]=3)[NH2:15])[CH:6]=[CH:7][CH:8]=2)[N:3]=1.[C:19](Cl)(=[O:22])[CH:20]=[CH2:21]. The catalyst is C(Cl)Cl. The product is [Cl:1][C:2]1[N:11]=[CH:10][C:9]2[C:4](=[C:5]([C:12]3[CH:13]=[C:14]([NH:15][C:19](=[O:22])[CH:20]=[CH2:21])[CH:16]=[CH:17][CH:18]=3)[CH:6]=[CH:7][CH:8]=2)[N:3]=1. (9) The reactants are Cl[C:2]1[N:11]=[C:10]([C:12]2[CH:17]=[CH:16][CH:15]=[CH:14][CH:13]=2)[C:9]2[C:4](=[CH:5][CH:6]=[CH:7][CH:8]=2)[N:3]=1.[NH2:18][C:19]1[CH:28]=[CH:27][C:22]([C:23]([O:25][CH3:26])=[O:24])=[CH:21][C:20]=1[CH3:29].O. The catalyst is C(O)CCC. The product is [CH3:29][C:20]1[CH:21]=[C:22]([CH:27]=[CH:28][C:19]=1[NH:18][C:2]1[N:11]=[C:10]([C:12]2[CH:17]=[CH:16][CH:15]=[CH:14][CH:13]=2)[C:9]2[C:4](=[CH:5][CH:6]=[CH:7][CH:8]=2)[N:3]=1)[C:23]([O:25][CH3:26])=[O:24]. The yield is 0.790.